From a dataset of Catalyst prediction with 721,799 reactions and 888 catalyst types from USPTO. Predict which catalyst facilitates the given reaction. (1) Reactant: [H-].[Na+].[CH3:3][O:4][C:5](=[O:30])[C:6]1[CH:11]=[CH:10][CH:9]=[CH:8][C:7]=1[O:12][CH2:13][CH2:14][N:15]1[CH2:20][CH2:19][CH:18]([C:21]2[C:29]3[C:24](=[CH:25][CH:26]=[CH:27][CH:28]=3)[NH:23][CH:22]=2)[CH2:17][CH2:16]1.Br[CH2:32][CH2:33][O:34][CH:35]1[CH2:40][CH2:39][CH2:38][CH2:37][O:36]1. Product: [CH3:3][O:4][C:5](=[O:30])[C:6]1[CH:11]=[CH:10][CH:9]=[CH:8][C:7]=1[O:12][CH2:13][CH2:14][N:15]1[CH2:16][CH2:17][CH:18]([C:21]2[C:29]3[C:24](=[CH:25][CH:26]=[CH:27][CH:28]=3)[N:23]([CH2:32][CH2:33][O:34][CH:35]3[CH2:40][CH2:39][CH2:38][CH2:37][O:36]3)[CH:22]=2)[CH2:19][CH2:20]1. The catalyst class is: 3. (2) Reactant: [O:1]1CCO[CH:2]1[CH2:6][C:7]1[CH:16]=[CH:15][C:10]2[C:11](=[O:14])[O:12][CH2:13][C:9]=2[CH:8]=1. Product: [O:14]=[C:11]1[C:10]2[CH:15]=[CH:16][C:7]([CH2:6][CH:2]=[O:1])=[CH:8][C:9]=2[CH2:13][O:12]1. The catalyst class is: 6. (3) Reactant: [C:1]([C:4]1([CH3:18])[CH2:8][O:7][C:6]([CH3:10])([CH3:9])[N:5]1[C:11]([O:13][C:14]([CH3:17])([CH3:16])[CH3:15])=[O:12])(=[S:3])[NH2:2].Br[CH2:20][C:21]([CH3:23])=O. Product: [CH3:9][C:6]1([CH3:10])[N:5]([C:11]([O:13][C:14]([CH3:17])([CH3:16])[CH3:15])=[O:12])[C:4]([CH3:18])([C:1]2[S:3][CH:20]=[C:21]([CH3:23])[N:2]=2)[CH2:8][O:7]1. The catalyst class is: 8.